From a dataset of Forward reaction prediction with 1.9M reactions from USPTO patents (1976-2016). Predict the product of the given reaction. (1) Given the reactants [CH3:1][O:2][C:3]1[CH:8]=[CH:7][C:6]([N:9]2[C:13]([NH2:14])=[CH:12][CH:11]=[N:10]2)=[CH:5][CH:4]=1.CCN(C(C)C)C(C)C.[Br:24][CH2:25][C:26](Br)=[O:27], predict the reaction product. The product is: [Br:24][CH2:25][C:26]([NH:14][C:13]1[N:9]([C:6]2[CH:5]=[CH:4][C:3]([O:2][CH3:1])=[CH:8][CH:7]=2)[N:10]=[CH:11][CH:12]=1)=[O:27]. (2) Given the reactants [CH3:1][C@H:2]([NH:7][C:8]([C:10]1[C:18]2[C:13](=[N:14][CH:15]=[C:16]([C:19]3[C:27]4[C:22](=[CH:23][C:24]([F:28])=[CH:25][CH:26]=4)[N:21]([CH3:29])[N:20]=3)[N:17]=2)[N:12](COCC[Si](C)(C)C)[CH:11]=1)=[O:9])[C:3]([CH3:6])([CH3:5])[CH3:4].FC(F)(F)C(O)=O.C(N)CN, predict the reaction product. The product is: [CH3:1][C@H:2]([NH:7][C:8]([C:10]1[C:18]2[C:13](=[N:14][CH:15]=[C:16]([C:19]3[C:27]4[C:22](=[CH:23][C:24]([F:28])=[CH:25][CH:26]=4)[N:21]([CH3:29])[N:20]=3)[N:17]=2)[NH:12][CH:11]=1)=[O:9])[C:3]([CH3:6])([CH3:5])[CH3:4]. (3) Given the reactants [H-].[Na+].[CH3:3][C:4]1[CH:9]=[C:8]([C:10]([CH3:12])=[O:11])[CH:7]=[CH:6][C:5]=1[OH:13].I[CH3:15].O, predict the reaction product. The product is: [CH3:3][C:4]1[CH:9]=[C:8]([C:10]([CH3:12])=[O:11])[CH:7]=[CH:6][C:5]=1[O:13][CH3:15]. (4) Given the reactants C([CH:8]([CH:10]1[CH2:14][C:13]2[CH:15]=[CH:16][CH:17]=[C:18]([C:19]3[CH:24]=[CH:23][CH:22]=[CH:21][CH:20]=3)[C:12]=2[O:11]1)[NH2:9])C1C=CC=CC=1.C(N(C(C)C)CC)(C)C.Cl[C:35]([O:37][CH2:38][C:39]1[CH:44]=[CH:43][CH:42]=[CH:41][CH:40]=1)=[O:36].C(OC(=O)NCC1CC2C=CC=C(C3CCCC3)C=2O1)C1C=CC=CC=1, predict the reaction product. The product is: [CH2:38]([O:37][C:35](=[O:36])[NH:9][CH2:8][CH:10]1[CH2:14][C:13]2[CH:15]=[CH:16][CH:17]=[C:18]([C:19]3[CH:24]=[CH:23][CH:22]=[CH:21][CH:20]=3)[C:12]=2[O:11]1)[C:39]1[CH:44]=[CH:43][CH:42]=[CH:41][CH:40]=1. (5) The product is: [CH2:32]([C:23]1[S:22][C:21]([NH:20][C:16]([C@@H:11]2[CH2:12][CH2:13][CH2:14][CH2:15][N:10]2[C:8]([N:5]2[CH2:4][CH2:3][S:2](=[O:1])(=[O:19])[CH2:7][CH2:6]2)=[O:9])=[O:18])=[N:25][C:24]=1[C:26]1[CH:31]=[CH:30][CH:29]=[CH:28][CH:27]=1)[CH3:33]. Given the reactants [O:1]=[S:2]1(=[O:19])[CH2:7][CH2:6][N:5]([C:8]([N:10]2[CH2:15][CH2:14][CH2:13][CH2:12][C@H:11]2[C:16]([OH:18])=O)=[O:9])[CH2:4][CH2:3]1.[NH2:20][C:21]1[S:22][C:23]([CH2:32][CH3:33])=[C:24]([C:26]2[CH:31]=[CH:30][CH:29]=[CH:28][CH:27]=2)[N:25]=1.C(OC1C=CC2C(=CC=CC=2)N1C(OCC)=O)C, predict the reaction product. (6) Given the reactants N1C=CN=C1.[C:6]([Si:10](Cl)([C:17]1[CH:22]=[CH:21][CH:20]=[CH:19][CH:18]=1)[C:11]1[CH:16]=[CH:15][CH:14]=[CH:13][CH:12]=1)([CH3:9])([CH3:8])[CH3:7].[Si:24]([O:31][C@@H:32]([CH2:51][O:52][Si:53]([C:56]([CH3:59])([CH3:58])[CH3:57])([CH3:55])[CH3:54])[CH2:33][CH2:34][C@@H:35]1[C@H:39]2[CH2:40][C:41]3[C:46]([CH2:47][C@H:38]2[CH2:37][C@H:36]1[OH:50])=[C:45]([O:48][CH3:49])[CH:44]=[CH:43][CH:42]=3)([C:27]([CH3:30])([CH3:29])[CH3:28])([CH3:26])[CH3:25].C(OCC)(=O)C.CCCCCCC, predict the reaction product. The product is: [Si:10]([O:50][C@H:36]1[C@H:35]([CH2:34][CH2:33][C@H:32]([CH2:51][O:52][Si:53]([CH3:55])([CH3:54])[C:56]([CH3:59])([CH3:58])[CH3:57])[O:31][Si:24]([CH3:26])([CH3:25])[C:27]([CH3:30])([CH3:28])[CH3:29])[C@H:39]2[CH2:40][C:41]3[C:46]([CH2:47][C@H:38]2[CH2:37]1)=[C:45]([O:48][CH3:49])[CH:44]=[CH:43][CH:42]=3)([C:6]([CH3:9])([CH3:8])[CH3:7])([C:17]1[CH:22]=[CH:21][CH:20]=[CH:19][CH:18]=1)[C:11]1[CH:16]=[CH:15][CH:14]=[CH:13][CH:12]=1. (7) Given the reactants [Cl:1]C1C(S(C2C=CC=CC=2)(=O)=O)=CC=C(CCC2C=CC(F)=CC=2F)N=1.[F:27][C:28]1[CH:33]=[C:32]([F:34])[CH:31]=[CH:30][C:29]=1[CH2:35][CH2:36][C:37]1[CH:42]=[CH:41][C:40]([S:43]([C:46]2[CH:51]=[CH:50][CH:49]=[CH:48][CH:47]=2)(=[O:45])=[O:44])=[CH:39][N+:38]=1[O-], predict the reaction product. The product is: [Cl:1][CH:36]([C:37]1[CH:42]=[CH:41][C:40]([S:43]([C:46]2[CH:51]=[CH:50][CH:49]=[CH:48][CH:47]=2)(=[O:45])=[O:44])=[CH:39][N:38]=1)[CH2:35][C:29]1[CH:30]=[CH:31][C:32]([F:34])=[CH:33][C:28]=1[F:27]. (8) Given the reactants C(OC([N:11]1[CH2:16][CH2:15][N:14]([C:17]([NH:19][CH:20]2[CH2:25][CH2:24][N:23]([C:26]3[CH:31]=[CH:30][C:29]([C:32](=[O:42])[NH:33][CH2:34][CH2:35][N:36]4[CH2:41][CH2:40][O:39][CH2:38][CH2:37]4)=[CH:28][CH:27]=3)[CH2:22][CH2:21]2)=[O:18])[CH2:13][CH2:12]1)=O)C1C=CC=CC=1.[H][H].C(Cl)(Cl)Cl, predict the reaction product. The product is: [O:39]1[CH2:40][CH2:41][N:36]([CH2:35][CH2:34][NH:33][C:32]([C:29]2[CH:30]=[CH:31][C:26]([N:23]3[CH2:22][CH2:21][CH:20]([NH:19][C:17]([N:14]4[CH2:13][CH2:12][NH:11][CH2:16][CH2:15]4)=[O:18])[CH2:25][CH2:24]3)=[CH:27][CH:28]=2)=[O:42])[CH2:37][CH2:38]1.